This data is from Reaction yield outcomes from USPTO patents with 853,638 reactions. The task is: Predict the reaction yield, written as a fraction of the theoretical maximum amount of product (1.0 means a 100% yield; for example, 0.34 means a 34% yield). (1) The reactants are [F:1][C:2]1[C:3]([CH:18]=[N:19][C@H:20]([CH:25]([CH3:27])[CH3:26])[C:21]([CH3:24])([OH:23])[CH3:22])=[N:4][C:5]([C:8]2[CH:13]=[CH:12][C:11]([C:14]([F:17])([F:16])[F:15])=[CH:10][CH:9]=2)=[CH:6][CH:7]=1.[H][H]. The catalyst is CO.[Ni]. The product is [F:1][C:2]1[C:3]([CH2:18][NH:19][C@H:20]([CH:25]([CH3:27])[CH3:26])[C:21]([CH3:22])([OH:23])[CH3:24])=[N:4][C:5]([C:8]2[CH:9]=[CH:10][C:11]([C:14]([F:17])([F:15])[F:16])=[CH:12][CH:13]=2)=[CH:6][CH:7]=1. The yield is 0.546. (2) The product is [CH3:35][O:30][C:29]([C:14]1([CH2:13][N:10]2[CH2:9][CH2:8][CH:7]([CH2:6][C:5]3[CH:32]=[CH:33][C:2]([F:1])=[CH:3][CH:4]=3)[CH2:12][CH2:11]2)[O:18][N:17]=[C:16]([C:19]2[CH:28]=[CH:27][C:22]3[NH:23][C:24](=[O:26])[O:25][C:21]=3[CH:20]=2)[CH2:15]1)=[O:31]. The yield is 0.310. The catalyst is CO.C(O)(C(F)(F)F)=O. The reactants are [F:1][C:2]1[CH:33]=[CH:32][C:5]([CH2:6][CH:7]2[CH2:12][CH2:11][N:10]([CH2:13][C:14]3([C:29]([OH:31])=[O:30])[O:18][N:17]=[C:16]([C:19]4[CH:28]=[CH:27][C:22]5[NH:23][C:24](=[O:26])[O:25][C:21]=5[CH:20]=4)[CH2:15]3)[CH2:9][CH2:8]2)=[CH:4][CH:3]=1.O.[C:35]1(C)C=CC(S(O)(=O)=O)=CC=1. (3) The reactants are C(=O)([O:4][C:5]1[CH:10]=[C:9]([N+:11]([O-:13])=[O:12])[C:8]([Br:14])=[CH:7][C:6]=1[C:15]([CH3:18])([CH3:17])[CH3:16])OC.[OH-].[K+].Cl. The catalyst is CO. The product is [C:15]([C:6]1[CH:7]=[C:8]([Br:14])[C:9]([N+:11]([O-:13])=[O:12])=[CH:10][C:5]=1[OH:4])([CH3:18])([CH3:16])[CH3:17]. The yield is 0.990. (4) The product is [Br:1][C:2]1[C:3]([O:9][CH3:10])=[N:4][C:5]([I:11])=[N:6][CH:7]=1. The reactants are [Br:1][C:2]1[C:3]([O:9][CH3:10])=[N:4][C:5](Cl)=[N:6][CH:7]=1.[I-:11].[Na+]. The yield is 0.160. The catalyst is I. (5) The reactants are Br[C:2]1[CH:26]=[CH:25][C:5]2[N:6]([C:21]([CH3:24])([CH3:23])[CH3:22])[C:7]([C:9]3[CH:14]=[CH:13][CH:12]=[CH:11][C:10]=3[C:15]3[O:19][N:18]=[C:17]([CH3:20])[N:16]=3)=[N:8][C:4]=2[CH:3]=1.[NH:27]1[C:35]2[C:30](=[CH:31][C:32](B3OC(C)(C)C(C)(C)O3)=[CH:33][N:34]=2)[CH:29]=[CH:28]1.C([O-])([O-])=O.[K+].[K+]. The catalyst is CN(C=O)C.O.C1C=CC([P]([Pd]([P](C2C=CC=CC=2)(C2C=CC=CC=2)C2C=CC=CC=2)([P](C2C=CC=CC=2)(C2C=CC=CC=2)C2C=CC=CC=2)[P](C2C=CC=CC=2)(C2C=CC=CC=2)C2C=CC=CC=2)(C2C=CC=CC=2)C2C=CC=CC=2)=CC=1. The product is [C:21]([N:6]1[C:5]2[CH:25]=[CH:26][C:2]([C:32]3[CH:31]=[C:30]4[CH:29]=[CH:28][NH:27][C:35]4=[N:34][CH:33]=3)=[CH:3][C:4]=2[N:8]=[C:7]1[C:9]1[CH:14]=[CH:13][CH:12]=[CH:11][C:10]=1[C:15]1[O:19][N:18]=[C:17]([CH3:20])[N:16]=1)([CH3:22])([CH3:23])[CH3:24]. The yield is 0.100. (6) The reactants are [CH:1]1([C:6]([C:11]2[CH:16]=[CH:15][CH:14]=[CH:13][CH:12]=2)([OH:10])[C:7]([OH:9])=[O:8])[CH2:5][CH2:4][CH2:3][CH2:2]1.[C:17](=O)([O-])[O-].[K+].[K+].CI.O. The catalyst is CN(C=O)C.C(Cl)Cl. The product is [CH:1]1([C:6]([C:11]2[CH:16]=[CH:15][CH:14]=[CH:13][CH:12]=2)([OH:10])[C:7]([O:9][CH3:17])=[O:8])[CH2:5][CH2:4][CH2:3][CH2:2]1. The yield is 0.640. (7) The reactants are [CH2:1]1[C:9]2[C:4](=[CH:5][CH:6]=[CH:7][CH:8]=2)[CH2:3][NH:2]1.Br[CH2:11][CH:12]1[CH2:14][O:13]1.C([O-])([O-])=O.[K+].[K+]. The catalyst is CC#N. The product is [O:13]1[CH2:14][CH:12]1[CH2:11][N:2]1[CH2:3][C:4]2[C:9](=[CH:8][CH:7]=[CH:6][CH:5]=2)[CH2:1]1. The yield is 0.950. (8) The reactants are [Br:1][C:2]1[CH:3]=[C:4]([C:10]2[NH:14][C:13]3[CH2:15][CH2:16][CH2:17][CH2:18][C:12]=3[N:11]=2)[C:5]([O:8]C)=[N:6][CH:7]=1. The catalyst is Br.CC(O)=O. The product is [Br:1][C:2]1[CH:3]=[C:4]([C:10]2[NH:11][C:12]3[CH2:18][CH2:17][CH2:16][CH2:15][C:13]=3[N:14]=2)[C:5]([OH:8])=[N:6][CH:7]=1. The yield is 1.00.